From a dataset of NCI-60 drug combinations with 297,098 pairs across 59 cell lines. Regression. Given two drug SMILES strings and cell line genomic features, predict the synergy score measuring deviation from expected non-interaction effect. Drug 1: CS(=O)(=O)C1=CC(=C(C=C1)C(=O)NC2=CC(=C(C=C2)Cl)C3=CC=CC=N3)Cl. Drug 2: CC1=C(N=C(N=C1N)C(CC(=O)N)NCC(C(=O)N)N)C(=O)NC(C(C2=CN=CN2)OC3C(C(C(C(O3)CO)O)O)OC4C(C(C(C(O4)CO)O)OC(=O)N)O)C(=O)NC(C)C(C(C)C(=O)NC(C(C)O)C(=O)NCCC5=NC(=CS5)C6=NC(=CS6)C(=O)NCCC[S+](C)C)O. Cell line: SK-OV-3. Synergy scores: CSS=2.23, Synergy_ZIP=0.536, Synergy_Bliss=1.58, Synergy_Loewe=-0.156, Synergy_HSA=0.926.